This data is from HIV replication inhibition screening data with 41,000+ compounds from the AIDS Antiviral Screen. The task is: Binary Classification. Given a drug SMILES string, predict its activity (active/inactive) in a high-throughput screening assay against a specified biological target. (1) The drug is c1ccc(C2=NC3OC2c2ccccc23)cc1. The result is 0 (inactive). (2) The molecule is Br.CN(C)CCCSc1c2ccccc2nc2cc(NCC(=O)Nc3ccccc3-c3ccccc3NC(=O)CNc3ccc4c(SCCCN(C)C)c5ccccc5nc4c3)ccc12. The result is 0 (inactive). (3) The drug is N=C(N)NS(=O)(=O)c1ccc(NC(=O)c2cccc3c(N)c4ccccc4nc23)cc1. The result is 0 (inactive). (4) The molecule is CCCC=C(Br)[Si](C)(C)C. The result is 0 (inactive). (5) The molecule is COc1cccc(C=C2SC(=S)N(C=C3C(=O)Oc4ccccc4C3=O)C2=O)c1O. The result is 0 (inactive). (6) The molecule is CCOc1cc(C2=NN3C(=S)NNC3=NN2)ccc1O. The result is 1 (active). (7) The drug is CCOC(=O)C(F)(F)C(=O)OCC. The result is 0 (inactive).